From a dataset of Reaction yield outcomes from USPTO patents with 853,638 reactions. Predict the reaction yield, written as a fraction of the theoretical maximum amount of product (1.0 means a 100% yield; for example, 0.34 means a 34% yield). (1) The reactants are [Li+].[B-](CC)(CC)CC.[NH2:9][C:10]1[CH:11]=[C:12]([C:16]2[CH2:17][C@@H:18]3[N:24]([CH:25]=2)[C:23](=[O:26])[C:22]2[CH:27]=[C:28]([O:70][CH3:71])[C:29]([O:31][CH2:32][CH2:33][CH2:34][O:35][C:36]4[C:67]([O:68][CH3:69])=[CH:66][C:39]5[C:40](=[O:65])[N:41]6[CH:56]=[C:55]([C:57]7[CH:62]=[CH:61][C:60]([O:63][CH3:64])=[CH:59][CH:58]=7)[CH2:54][C@H:42]6[C:43](=O)[N:44](COCC[Si](C)(C)C)[C:38]=5[CH:37]=4)=[CH:30][C:21]=2[N:20](COCC[Si](C)(C)C)[C:19]3=O)[CH:13]=[CH:14][CH:15]=1. The catalyst is C1COCC1.O. The product is [NH2:9][C:10]1[CH:11]=[C:12]([C:16]2[CH2:17][C@@H:18]3[N:24]([CH:25]=2)[C:23](=[O:26])[C:22]2[CH:27]=[C:28]([O:70][CH3:71])[C:29]([O:31][CH2:32][CH2:33][CH2:34][O:35][C:36]4[C:67]([O:68][CH3:69])=[CH:66][C:39]5[C:40](=[O:65])[N:41]6[CH:56]=[C:55]([C:57]7[CH:62]=[CH:61][C:60]([O:63][CH3:64])=[CH:59][CH:58]=7)[CH2:54][C@H:42]6[CH:43]=[N:44][C:38]=5[CH:37]=4)=[CH:30][C:21]=2[N:20]=[CH:19]3)[CH:13]=[CH:14][CH:15]=1. The yield is 0.770. (2) The reactants are [NH2:1][C:2]1[CH:3]=[C:4]2[C:9](=[CH:10][CH:11]=1)[N:8]=[CH:7][C:6]([C:12]#[N:13])=[C:5]2[NH:14][C:15]1[CH:20]=[CH:19][C:18]([F:21])=[C:17]([Cl:22])[CH:16]=1.[N:23]1([C:29]2[S:30][C:31]([CH:34]=O)=[CH:32][N:33]=2)[CH2:28][CH2:27][O:26][CH2:25][CH2:24]1.[BH3-]C#N.[Na+]. The catalyst is CCO. The product is [Cl:22][C:17]1[CH:16]=[C:15]([NH:14][C:5]2[C:4]3[C:9](=[CH:10][CH:11]=[C:2]([NH:1][CH2:34][C:31]4[S:30][C:29]([N:23]5[CH2:28][CH2:27][O:26][CH2:25][CH2:24]5)=[N:33][CH:32]=4)[CH:3]=3)[N:8]=[CH:7][C:6]=2[C:12]#[N:13])[CH:20]=[CH:19][C:18]=1[F:21]. The yield is 0.420. (3) The reactants are [CH:1]1([N:6]2[C:14]3[CH:13]=[C:12]([C:15]4[CH:20]=[CH:19][CH:18]=[C:17]([O:21][CH2:22][CH2:23][CH2:24]O)[CH:16]=4)[CH:11]=[C:10]([C:26]([NH:28][CH2:29][C:30]4[C:31](=[O:38])[NH:32][C:33]([CH3:37])=[CH:34][C:35]=4[CH3:36])=[O:27])[C:9]=3[CH:8]=[N:7]2)[CH2:5][CH2:4][CH2:3][CH2:2]1.C1(P(C2C=CC=CC=2)C2C=CC=CC=2)C=CC=CC=1.C(Br)(Br)(Br)[Br:59].O. The catalyst is C(Cl)Cl. The product is [Br:59][CH2:24][CH2:23][CH2:22][O:21][C:17]1[CH:16]=[C:15]([C:12]2[CH:11]=[C:10]([C:26]([NH:28][CH2:29][C:30]3[C:31](=[O:38])[NH:32][C:33]([CH3:37])=[CH:34][C:35]=3[CH3:36])=[O:27])[C:9]3[CH:8]=[N:7][N:6]([CH:1]4[CH2:5][CH2:4][CH2:3][CH2:2]4)[C:14]=3[CH:13]=2)[CH:20]=[CH:19][CH:18]=1. The yield is 0.710. (4) The reactants are [C:1]([O:5][C:6](=[O:22])[NH:7][CH2:8][CH2:9][N:10]1[CH2:15][CH2:14][CH:13]([CH2:16][CH2:17][CH2:18][C:19](=O)[NH2:20])[CH2:12][CH2:11]1)([CH3:4])([CH3:3])[CH3:2]. The catalyst is ClCCl. The product is [C:1]([O:5][C:6](=[O:22])[NH:7][CH2:8][CH2:9][N:10]1[CH2:11][CH2:12][CH:13]([CH2:16][CH2:17][CH2:18][CH2:19][NH2:20])[CH2:14][CH2:15]1)([CH3:4])([CH3:2])[CH3:3]. The yield is 0.230. (5) The reactants are Cl[C:2]1[C:3]2[N:11]=[C:10]([NH:12]C(=O)OCC)[S:9][C:4]=2[N:5]=[C:6]([CH3:8])[N:7]=1.[CH3:18][O-:19].[Na+].CO. The catalyst is O. The product is [CH3:18][O:19][C:2]1[C:3]2[N:11]=[C:10]([NH2:12])[S:9][C:4]=2[N:5]=[C:6]([CH3:8])[N:7]=1. The yield is 0.556.